From a dataset of Experimentally validated miRNA-target interactions with 360,000+ pairs, plus equal number of negative samples. Binary Classification. Given a miRNA mature sequence and a target amino acid sequence, predict their likelihood of interaction. (1) The miRNA is dme-miR-1-3p with sequence UGGAAUGUAAAGAAGUAUGGAG. The protein sequence of the target gene is MSTEGGGRRCQAQVSRRISFSASHRLYSKFLSDEENLKLFGKCNNPNGHGHNYKVVVTVHGEIDPATGMVMNLADLKKYMEEAIMQPLDHKNLDMDVPYFADVVSTTENVAVYIWDNLQKVLPVGVLYKVKVYETDNNIVVYKGE. Result: 0 (no interaction). (2) The miRNA is hsa-miR-548d-3p with sequence CAAAAACCACAGUUUCUUUUGC. The protein sequence of the target gene is MNIHRSTPITIARYGRSRNKTQDFEELSSIRSAEPSQSFSPNLGSPSPPETPNLSHCVSCIGKYLLLEPLEGDHVFRAVHLHSGEELVCKVFDISCYQESLAPCFCLSAHSNINQITEIILGETKAYVFFERSYGDMHSFVRTCKKLREEEAARLFYQIASAVAHCHDGGLVLRDLKLRKFIFKDEERTRVKLESLEDAYILRGDDDSLSDKHGCPAYVSPEILNTSGSYSGKAADVWSLGVMLYTMLVGRYPFHDIEPSSLFSKIRRGQFNIPETLSPKAKCLIRSILRREPSERLTSQ.... Result: 1 (interaction). (3) The protein sequence of the target gene is MAFRGWRPPPPPLLLLLLWVTGQAAPVAGLGSDAELQIERRFVPDECPRTVRSGDFVRYHYVGTFPDGQKFDSSYDRDSTFNVFVGKGQLITGMDQALVGMCVNERRFVKIPPKLAYGNEGVSGVIPPNSVLHFDVLLMDIWNSEDQVQIHTYFKPPSCPRTIQVSDFVRYHYNGTFLDGTLFDSSHNRMKTYDTYVGIGWLIPGMDKGLLGMCVGEKRIITIPPFLAYGEDGDGKDIPGQASLVFDVALLDLHNPKDSISIENKVVPENCERISQSGDFLRYHYNGTLLDGTLFDSSYS.... Result: 0 (no interaction). The miRNA is hsa-miR-1180-5p with sequence GGACCCACCCGGCCGGGAAUA. (4) The miRNA is hsa-miR-6791-3p with sequence UGCCUCCUUGGUCUCCGGCAG. The protein sequence of the target gene is MNGLPSAEAPGGAGCALAGLPPLPRGLSGLLNASGGSWRELERVYSQRSRIHDELSRAARAPDGPRHAAGAANAGPAAGPRRPVNLDSALAALRKEMVGLRQLDMSLLCQLWGLYESIQDYKHLCQDLSFCQDLSSSLHSDSSYPPDAGLSDDEEPPDASLPPDPPPLTVPQTHNARDQWLQDAFHISL. Result: 0 (no interaction). (5) The miRNA is hsa-miR-365b-3p with sequence UAAUGCCCCUAAAAAUCCUUAU. The protein sequence of the target gene is MPKGGCPKAPQQEELPLSSDMVEKQTGKKDKDKVSLTKTPKLERGDGGKEVRERASKRKLPFTAGANGEQKDSDTEKQGPERKRIKKEPVTRKAGLLFGMGLSGIRAGYPLSERQQVALLMQMTAEESANSPVDTTPKHPSQSTVCQKGTPNSASKTKDKVNKRNERGETRLHRAAIRGDARRIKELISEGADVNVKDFAGWTALHEACNRGYYDVAKQLLAAGAEVNTKGLDDDTPLHDAANNGHYKVVKLLLRYGGNPQQSNRKGETPLKVANSPTMVNLLLGKGTYTSSEESSTESS.... Result: 1 (interaction). (6) The miRNA is mmu-miR-17-5p with sequence CAAAGUGCUUACAGUGCAGGUAG. The protein sequence of the target gene is MDPKRSQKESVLITGGSGYFGFRLGCALNQNGVHVILFDISSPAQTIPEGIKFIQGDIRHLSDVEKAFQDADVTCVFHIASYGMSGREQLNRNLIKEVNVRGTDNILQVCQRRRVPRLVYTSTFNVIFGGQVIRNGDESLPYLPLHLHPDHYSRTKSIAEQKVLEANATPLDRGDGVLRTCALRPAGIYGPGEQRHLPRIVSYIEKGLFKFVYGDPRSLVEFVHVDNLVQAHILASEALRADKGHIASGQPYFISDGRPVNNFEFFRPLVEGLGYTFPSTRLPLTLVYCFAFLTEMVHFI.... Result: 0 (no interaction). (7) The miRNA is mmu-miR-1897-5p with sequence CUUUGGAUGGAGAAAGAGGGGG. The protein sequence of the target gene is MEHQLLCCEVETIRRAYPDTNLLNDRVLRAMLKTEETCAPSVSYFKCVQKEIVPSMRKIVATWMLEVCEEQKCEEEVFPLAMNYLDRFLSLEPLKKSRLQLLGATCMFVASKMKETIPLTAEKLCIYTDNSIRPEELLQMELLLVNKLKWNLAAMTPHDFIEHFLSKMPEADENKQTIRKHAQTFVALCATDVKFISNPPSMVAAGSVVAAMQGLNLGSPNNFLSCYRTTHFLSRVIKCDPDCLRACQEQIEALLESSLRQAQQNVDPKATEEEGEVEEEAGLACTPTDVRDVDI. Result: 1 (interaction). (8) The miRNA is hsa-miR-1297 with sequence UUCAAGUAAUUCAGGUG. The protein sequence of the target gene is MSVNISTAGKGVDPNTVDTYDSGDDWEIGVGNLIIDLDADLEKDRQKFEMNNSTTTTSSSNSKDCGGPASSGAGATAALADGLKFASVQASAPQGNSHKETSKSKVKRSKTSKDANKSLPSAALYGIPEISSTGKRQEVQGRPGEATGMNSALGQSVSSGGSGNPNSNSTSTSTSAATAGAGSCGKSKEEKPGKSQSSRGAKRDKDAGKSRKDKHDLLQGHQNGSGSQAPSGGHLYGFGAKSNGGGASPFHCGGTGSGSVAAAGEVSKSAPDSGLMGNSMLVKKEEEEEESHRRIKKLKT.... Result: 1 (interaction).